From a dataset of Full USPTO retrosynthesis dataset with 1.9M reactions from patents (1976-2016). Predict the reactants needed to synthesize the given product. Given the product [F:18][C:15]([F:16])([F:17])[CH2:14][N:11]1[CH2:10][CH2:9][N:8]([CH2:7][CH2:6][OH:5])[CH2:13][CH2:12]1, predict the reactants needed to synthesize it. The reactants are: C([Si](C(C)C)(C(C)C)[O:5][CH2:6][CH2:7][N:8]1[CH2:13][CH2:12][N:11]([CH2:14][C:15]([F:18])([F:17])[F:16])[CH2:10][CH2:9]1)(C)C.